Dataset: Full USPTO retrosynthesis dataset with 1.9M reactions from patents (1976-2016). Task: Predict the reactants needed to synthesize the given product. Given the product [OH:26][C:23]([CH3:25])([CH3:24])[CH2:22][C@@:13]1([C:16]2[CH:21]=[CH:20][CH:19]=[CH:18][CH:17]=2)[O:12][C:11](=[O:27])[N:10]([C@H:8]([C:5]2[CH:6]=[CH:7][C:2]([C:29]3[CH:30]=[CH:31][CH:32]=[CH:33][N:28]=3)=[CH:3][CH:4]=2)[CH3:9])[CH2:15][CH2:14]1, predict the reactants needed to synthesize it. The reactants are: Br[C:2]1[CH:7]=[CH:6][C:5]([C@@H:8]([N:10]2[CH2:15][CH2:14][C@:13]([CH2:22][C:23]([OH:26])([CH3:25])[CH3:24])([C:16]3[CH:21]=[CH:20][CH:19]=[CH:18][CH:17]=3)[O:12][C:11]2=[O:27])[CH3:9])=[CH:4][CH:3]=1.[N:28]1[CH:33]=[CH:32][CH:31]=[CH:30][C:29]=1B(O)O.